Task: Predict the product of the given reaction.. Dataset: Forward reaction prediction with 1.9M reactions from USPTO patents (1976-2016) Given the reactants I[C:2]1[CH:7]=[CH:6][C:5]([O:8][C:9](=[O:18])[N:10]([CH3:17])[C:11]2[CH:16]=[CH:15][CH:14]=[CH:13][CH:12]=2)=[CH:4][CH:3]=1.[CH2:19]([NH:26][S:27]([C:30]1[CH:35]=[CH:34][C:33](B(O)O)=[CH:32][CH:31]=1)(=[O:29])=[O:28])[C:20]1[CH:25]=[CH:24][CH:23]=[CH:22][CH:21]=1, predict the reaction product. The product is: [CH2:19]([NH:26][S:27]([C:30]1[CH:35]=[CH:34][C:33]([C:2]2[CH:7]=[CH:6][C:5]([O:8][C:9](=[O:18])[N:10]([CH3:17])[C:11]3[CH:16]=[CH:15][CH:14]=[CH:13][CH:12]=3)=[CH:4][CH:3]=2)=[CH:32][CH:31]=1)(=[O:28])=[O:29])[C:20]1[CH:21]=[CH:22][CH:23]=[CH:24][CH:25]=1.